Dataset: Catalyst prediction with 721,799 reactions and 888 catalyst types from USPTO. Task: Predict which catalyst facilitates the given reaction. (1) Reactant: [Cl:1][C:2]1[C:3]([CH3:12])=[CH:4][C:5]([F:11])=[C:6]([CH:10]=1)[C:7](O)=[O:8].[CH3:13][S:14]([NH2:17])(=[O:16])=[O:15].Cl.CN(C)CCCN=C=NCC. Product: [Cl:1][C:2]1[C:3]([CH3:12])=[CH:4][C:5]([F:11])=[C:6]([CH:10]=1)[C:7]([NH:17][S:14]([CH3:13])(=[O:16])=[O:15])=[O:8]. The catalyst class is: 172. (2) Reactant: [CH3:1][C:2]1[O:3][C:4]2[CH:10]=[CH:9][C:8]([C:11]3[CH:12]=[N:13][C:14]([O:17][C@@H:18]4[CH:23]5[CH2:24][CH2:25][N:20]([CH2:21][CH2:22]5)[CH2:19]4)=[N:15][CH:16]=3)=[CH:7][C:5]=2[N:6]=1.[ClH:26]. Product: [ClH:26].[CH3:1][C:2]1[O:3][C:4]2[CH:10]=[CH:9][C:8]([C:11]3[CH:12]=[N:13][C:14]([O:17][C@@H:18]4[CH:23]5[CH2:22][CH2:21][N:20]([CH2:25][CH2:24]5)[CH2:19]4)=[N:15][CH:16]=3)=[CH:7][C:5]=2[N:6]=1. The catalyst class is: 25. (3) Product: [N:13]1([NH:19][S:9]([CH3:8])(=[O:11])=[O:10])[CH2:18][CH2:17][O:16][CH2:15][CH2:14]1. The catalyst class is: 2. Reactant: CCN(CC)CC.[CH3:8][S:9](Cl)(=[O:11])=[O:10].[N:13]1([NH2:19])[CH2:18][CH2:17][O:16][CH2:15][CH2:14]1. (4) Reactant: [CH:1]([C:4]1[NH:5][C:6]([C:9]([O:11][CH3:12])=[O:10])=[CH:7][N:8]=1)([CH3:3])[CH3:2].[Li].C[Si]([NH-:18])(C)C.C1(P(ON)(C2C=CC=CC=2)=O)C=CC=CC=1. Product: [NH2:18][N:5]1[C:6]([C:9]([O:11][CH3:12])=[O:10])=[CH:7][N:8]=[C:4]1[CH:1]([CH3:3])[CH3:2]. The catalyst class is: 3. (5) Reactant: C(O[BH-](OC(=O)C)OC(=O)C)(=O)C.[Na+].C(O)(=O)C.[CH3:19][C:20]([CH3:22])=O.[F:23][C:24]1[CH:29]=[C:28]([F:30])[CH:27]=[CH:26][C:25]=1[C@@H:31]1[CH2:35][NH:34][CH2:33][C@H:32]1[C:36]([O:38][CH3:39])=[O:37].C(=O)([O-])O.[Na+]. Product: [F:23][C:24]1[CH:29]=[C:28]([F:30])[CH:27]=[CH:26][C:25]=1[C@@H:31]1[CH2:35][N:34]([CH:20]([CH3:22])[CH3:19])[CH2:33][C@H:32]1[C:36]([O:38][CH3:39])=[O:37]. The catalyst class is: 614. (6) Reactant: [CH3:1][O:2][C:3](=[O:24])[CH2:4][CH2:5][CH2:6][CH2:7][CH2:8][O:9][C:10]1[CH:15]=[CH:14][C:13]([NH2:16])=[C:12]([NH:17][C:18]2[CH:23]=[CH:22][CH:21]=[CH:20][CH:19]=2)[CH:11]=1.[CH:25]1[CH:30]=[CH:29][C:28]([N:31]=[C:32](Cl)Cl)=[CH:27][CH:26]=1.O. Product: [CH3:1][O:2][C:3](=[O:24])[CH2:4][CH2:5][CH2:6][CH2:7][CH2:8][O:9][C:10]1[CH:15]=[CH:14][C:13]2[N:16]=[C:32]([NH:31][C:28]3[CH:29]=[CH:30][CH:25]=[CH:26][CH:27]=3)[N:17]([C:18]3[CH:19]=[CH:20][CH:21]=[CH:22][CH:23]=3)[C:12]=2[CH:11]=1. The catalyst class is: 26. (7) Reactant: C(=O)([O-])[O-].[K+].[K+].FC(F)(F)C([N:11]1[CH2:15][CH2:14][CH2:13][CH:12]1[C:16]1[C:30]([O:31][C:32]2[CH:37]=[CH:36][C:35]([S:38]([CH3:41])(=[O:40])=[O:39])=[CH:34][CH:33]=2)=[CH:29][C:19]2[N:20]=[C:21]([C:23]3[CH:28]=[CH:27][CH:26]=[CH:25][N:24]=3)[NH:22][C:18]=2[CH:17]=1)=O. Product: [CH3:41][S:38]([C:35]1[CH:34]=[CH:33][C:32]([O:31][C:30]2[C:16]([CH:12]3[CH2:13][CH2:14][CH2:15][NH:11]3)=[CH:17][C:18]3[NH:22][C:21]([C:23]4[CH:28]=[CH:27][CH:26]=[CH:25][N:24]=4)=[N:20][C:19]=3[CH:29]=2)=[CH:37][CH:36]=1)(=[O:39])=[O:40]. The catalyst class is: 24. (8) Reactant: [CH2:1]([O:8][C:9]1[CH:10]=[CH:11][C:12](/[CH:21]=[CH:22]/[N+:23]([O-])=O)=[C:13]([C:15]2[CH:20]=[CH:19][CH:18]=[CH:17][CH:16]=2)[CH:14]=1)[C:2]1[CH:7]=[CH:6][CH:5]=[CH:4][CH:3]=1.[H-].[Al+3].[Li+].[H-].[H-].[H-].[C:32](OC(=O)C)(=[O:34])[CH3:33].C(N(CC)CC)C. Product: [CH2:1]([O:8][C:9]1[CH:10]=[CH:11][C:12]([CH2:21][CH2:22][NH:23][C:32](=[O:34])[CH3:33])=[C:13]([C:15]2[CH:20]=[CH:19][CH:18]=[CH:17][CH:16]=2)[CH:14]=1)[C:2]1[CH:7]=[CH:6][CH:5]=[CH:4][CH:3]=1. The catalyst class is: 76.